Dataset: NCI-60 drug combinations with 297,098 pairs across 59 cell lines. Task: Regression. Given two drug SMILES strings and cell line genomic features, predict the synergy score measuring deviation from expected non-interaction effect. (1) Drug 1: CCCS(=O)(=O)NC1=C(C(=C(C=C1)F)C(=O)C2=CNC3=C2C=C(C=N3)C4=CC=C(C=C4)Cl)F. Drug 2: C(CCl)NC(=O)N(CCCl)N=O. Cell line: MDA-MB-231. Synergy scores: CSS=13.5, Synergy_ZIP=-0.255, Synergy_Bliss=3.67, Synergy_Loewe=-0.218, Synergy_HSA=1.12. (2) Drug 1: CC(C1=C(C=CC(=C1Cl)F)Cl)OC2=C(N=CC(=C2)C3=CN(N=C3)C4CCNCC4)N. Cell line: HCT-15. Drug 2: CC(CN1CC(=O)NC(=O)C1)N2CC(=O)NC(=O)C2. Synergy scores: CSS=18.6, Synergy_ZIP=1.96, Synergy_Bliss=3.44, Synergy_Loewe=3.84, Synergy_HSA=4.01. (3) Synergy scores: CSS=5.32, Synergy_ZIP=0.684, Synergy_Bliss=8.12, Synergy_Loewe=-8.02, Synergy_HSA=0.274. Drug 2: C1CC(=O)NC(=O)C1N2C(=O)C3=CC=CC=C3C2=O. Cell line: SN12C. Drug 1: C1=NC2=C(N=C(N=C2N1C3C(C(C(O3)CO)O)O)F)N.